Dataset: Catalyst prediction with 721,799 reactions and 888 catalyst types from USPTO. Task: Predict which catalyst facilitates the given reaction. (1) Reactant: [Cl:1][C:2]1[C:3]2[CH2:17][CH2:16][N:15](C(OCC)=O)[CH2:14][CH2:13][C:4]=2[CH:5]=[C:6]2[C:11]=1[NH:10][C:9](=[O:12])[CH2:8][CH2:7]2.[OH-].[K+].Cl.[OH-].[Na+]. Product: [Cl:1][C:2]1[C:3]2[CH2:17][CH2:16][NH:15][CH2:14][CH2:13][C:4]=2[CH:5]=[C:6]2[C:11]=1[NH:10][C:9](=[O:12])[CH2:8][CH2:7]2. The catalyst class is: 196. (2) Reactant: [OH:1][C:2]1[CH:7]=[CH:6][C:5]([C:8](=O)[CH2:9][N:10]2[CH:14]=[CH:13][CH:12]=[C:11]2[C:15]([O:17]C)=O)=[CH:4][CH:3]=1.[CH2:20]([NH2:23])[CH2:21][NH2:22]. Product: [OH:1][C:2]1[CH:3]=[CH:4][C:5]([C:8]23[NH:23][CH2:20][CH2:21][N:22]2[C:15](=[O:17])[C:11]2[N:10]([CH:14]=[CH:13][CH:12]=2)[CH2:9]3)=[CH:6][CH:7]=1. The catalyst class is: 12.